From a dataset of Reaction yield outcomes from USPTO patents with 853,638 reactions. Predict the reaction yield, written as a fraction of the theoretical maximum amount of product (1.0 means a 100% yield; for example, 0.34 means a 34% yield). (1) The reactants are [CH3:1][O:2][C:3]1[CH:4]=[C:5]([CH2:9][C:10](=[O:12])[CH3:11])[CH:6]=[CH:7][CH:8]=1.[BH4-].[Na+]. The catalyst is CO. The product is [CH3:1][O:2][C:3]1[CH:4]=[C:5]([CH2:9][CH:10]([OH:12])[CH3:11])[CH:6]=[CH:7][CH:8]=1. The yield is 0.990. (2) The reactants are [CH2:1]([C:3]([C:22]1[CH:27]=[CH:26][C:25]([OH:28])=[C:24]([CH3:29])[CH:23]=1)([C:6]1[CH:11]=[CH:10][C:9]([C:12]#[C:13][C:14]2([OH:20])[CH2:19][CH2:18][CH2:17][CH2:16][CH2:15]2)=[C:8]([CH3:21])[CH:7]=1)[CH2:4][CH3:5])[CH3:2].C([O-])([O-])=O.[K+].[K+].[CH2:36]([O:38][C:39](=[O:46])[CH2:40][CH2:41][CH2:42][CH2:43][CH2:44]Br)[CH3:37].[NH4+].[Cl-]. The catalyst is CN(C=O)C. The product is [CH2:36]([O:38][C:39](=[O:46])[CH2:40][CH2:41][CH2:42][CH2:43][CH2:44][O:28][C:25]1[CH:26]=[CH:27][C:22]([C:3]([CH2:4][CH3:5])([C:6]2[CH:11]=[CH:10][C:9]([C:12]#[C:13][C:14]3([OH:20])[CH2:19][CH2:18][CH2:17][CH2:16][CH2:15]3)=[C:8]([CH3:21])[CH:7]=2)[CH2:1][CH3:2])=[CH:23][C:24]=1[CH3:29])[CH3:37]. The yield is 0.890.